This data is from NCI-60 drug combinations with 297,098 pairs across 59 cell lines. The task is: Regression. Given two drug SMILES strings and cell line genomic features, predict the synergy score measuring deviation from expected non-interaction effect. (1) Drug 1: C1C(C(OC1N2C=NC3=C(N=C(N=C32)Cl)N)CO)O. Drug 2: CCC1(CC2CC(C3=C(CCN(C2)C1)C4=CC=CC=C4N3)(C5=C(C=C6C(=C5)C78CCN9C7C(C=CC9)(C(C(C8N6C)(C(=O)OC)O)OC(=O)C)CC)OC)C(=O)OC)O.OS(=O)(=O)O. Cell line: HL-60(TB). Synergy scores: CSS=63.0, Synergy_ZIP=-0.439, Synergy_Bliss=-4.21, Synergy_Loewe=-3.03, Synergy_HSA=-2.09. (2) Drug 1: CN(C)C1=NC(=NC(=N1)N(C)C)N(C)C. Drug 2: C1=CC(=CC=C1C#N)C(C2=CC=C(C=C2)C#N)N3C=NC=N3. Cell line: BT-549. Synergy scores: CSS=-9.66, Synergy_ZIP=2.91, Synergy_Bliss=0.203, Synergy_Loewe=-4.39, Synergy_HSA=-5.52. (3) Drug 1: C1C(C(OC1N2C=NC3=C(N=C(N=C32)Cl)N)CO)O. Drug 2: C1=NC2=C(N=C(N=C2N1C3C(C(C(O3)CO)O)F)Cl)N. Cell line: TK-10. Synergy scores: CSS=23.1, Synergy_ZIP=-6.00, Synergy_Bliss=1.54, Synergy_Loewe=-5.56, Synergy_HSA=-1.87.